From a dataset of Full USPTO retrosynthesis dataset with 1.9M reactions from patents (1976-2016). Predict the reactants needed to synthesize the given product. (1) Given the product [O:18]=[C:6]1[C:7](=[O:17])[C:8]([C:9]2[CH:10]=[CH:11][C:12]([C:15]#[N:16])=[CH:13][CH:14]=2)=[C:5]1[NH:19][CH:20]([CH3:21])[C:22]([CH3:25])([CH3:24])[CH3:23], predict the reactants needed to synthesize it. The reactants are: C(O[C:5]1[C:6](=[O:18])[C:7](=[O:17])[C:8]=1[C:9]1[CH:14]=[CH:13][C:12]([C:15]#[N:16])=[CH:11][CH:10]=1)(C)C.[NH2:19][CH:20]([C:22]([CH3:25])([CH3:24])[CH3:23])[CH3:21]. (2) Given the product [C:1]([O:5][C:6]([N:8]1[CH2:12][C@H:11]([CH2:13][N:14]([C:18](=[O:38])[C:19]2[CH:24]=[CH:23][C:22]([O:25][CH3:26])=[C:21]([O:27][CH2:28][CH2:29][OH:30])[CH:20]=2)[CH:15]([CH3:16])[CH3:17])[C@@H:10]([CH2:39][C:40]2[CH:45]=[CH:44][CH:43]=[CH:42][CH:41]=2)[CH2:9]1)=[O:7])([CH3:3])([CH3:4])[CH3:2], predict the reactants needed to synthesize it. The reactants are: [C:1]([O:5][C:6]([N:8]1[CH2:12][C@H:11]([CH2:13][N:14]([C:18](=[O:38])[C:19]2[CH:24]=[CH:23][C:22]([O:25][CH3:26])=[C:21]([O:27][CH2:28][CH2:29][O:30]CC3C=CC=CC=3)[CH:20]=2)[CH:15]([CH3:17])[CH3:16])[C@@H:10]([CH2:39][C:40]2[CH:45]=[CH:44][CH:43]=[CH:42][CH:41]=2)[CH2:9]1)=[O:7])([CH3:4])([CH3:3])[CH3:2].